Dataset: Full USPTO retrosynthesis dataset with 1.9M reactions from patents (1976-2016). Task: Predict the reactants needed to synthesize the given product. (1) Given the product [CH3:40][C:34]1[CH:33]=[C:32]([CH2:31][CH2:30][N:16]([CH2:15][CH2:14][CH:11]2[CH2:10][CH2:9][NH:8][CH2:13][CH2:12]2)[C:17]2[S:18][C:19]3[CH:25]=[C:24]([C:26]([F:28])([F:27])[F:29])[CH:23]=[CH:22][C:20]=3[N:21]=2)[CH:37]=[CH:36][C:35]=1[C:38]#[N:39], predict the reactants needed to synthesize it. The reactants are: C(OC([N:8]1[CH2:13][CH2:12][CH:11]([CH2:14][CH2:15][N:16]([CH2:30][CH2:31][C:32]2[CH:37]=[CH:36][C:35]([C:38]#[N:39])=[C:34]([CH3:40])[CH:33]=2)[C:17]2[S:18][C:19]3[CH:25]=[C:24]([C:26]([F:29])([F:28])[F:27])[CH:23]=[CH:22][C:20]=3[N:21]=2)[CH2:10][CH2:9]1)=O)(C)(C)C.FC(F)(F)C(O)=O.NCCC1C=CC(C#N)=C(C)C=1.CC(OC(N1CCC(CC=O)CC1)=O)(C)C.ClC1SC2C=C(C(F)(F)F)C=CC=2N=1.FC(F)(F)C(O)=O. (2) Given the product [C:15](=[O:26])([O:16][C:17]1[CH:18]=[CH:19][C:20]([N+:23]([O-:25])=[O:24])=[CH:21][CH:22]=1)[O:1][CH:2]1[CH2:5][N:4]([C:6]2[CH:14]=[CH:13][C:9]([C:10](=[O:11])[NH2:12])=[CH:8][N:7]=2)[CH2:3]1, predict the reactants needed to synthesize it. The reactants are: [OH:1][CH:2]1[CH2:5][N:4]([C:6]2[CH:14]=[CH:13][C:9]([C:10]([NH2:12])=[O:11])=[CH:8][N:7]=2)[CH2:3]1.[C:15](Cl)(=[O:26])[O:16][C:17]1[CH:22]=[CH:21][C:20]([N+:23]([O-:25])=[O:24])=[CH:19][CH:18]=1. (3) The reactants are: [F:1][C:2]1[C:7]([F:8])=[C:6]([F:9])[C:5]([F:10])=[C:4]([F:11])[C:3]=1[NH:12][NH2:13].[OH:14][C:15]1[CH:22]=[C:21]([OH:23])[CH:20]=[CH:19][C:16]=1[CH:17]=O. Given the product [F:1][C:2]1[C:7]([F:8])=[C:6]([F:9])[C:5]([F:10])=[C:4]([F:11])[C:3]=1[NH:12][N:13]=[CH:17][C:16]1[CH:19]=[CH:20][C:21]([OH:23])=[CH:22][C:15]=1[OH:14], predict the reactants needed to synthesize it.